This data is from Catalyst prediction with 721,799 reactions and 888 catalyst types from USPTO. The task is: Predict which catalyst facilitates the given reaction. (1) Reactant: [Cl:1][C:2]1[C:3](/[CH:16]=[C:17](\[CH3:23])/[C:18]([O:20]CC)=[O:19])=[C:4]([O:14][CH3:15])[C:5]2[C:10]([C:11]=1[O:12][CH3:13])=[CH:9][CH:8]=[CH:7][CH:6]=2.COC1C2C(=CC=CC=2)C(OC)=CC=1/C=C(\C)/C(O)=O. Product: [Cl:1][C:2]1[C:3](/[CH:16]=[C:17](\[CH3:23])/[C:18]([OH:20])=[O:19])=[C:4]([O:14][CH3:15])[C:5]2[C:10]([C:11]=1[O:12][CH3:13])=[CH:9][CH:8]=[CH:7][CH:6]=2. The catalyst class is: 21. (2) Reactant: O.Cl.[Cl:3][C:4]1[CH:12]=[C:11]2[C:7]([C:8]([S:13]([C:16]3[CH:21]=[CH:20][C:19]([CH3:22])=[C:18]([N+:23]([O-])=O)[CH:17]=3)(=[O:15])=[O:14])=[CH:9][NH:10]2)=[CH:6][CH:5]=1.C(OC(=O)C)C. Product: [Cl:3][C:4]1[CH:12]=[C:11]2[C:7]([C:8]([S:13]([C:16]3[CH:21]=[CH:20][C:19]([CH3:22])=[C:18]([NH2:23])[CH:17]=3)(=[O:15])=[O:14])=[CH:9][NH:10]2)=[CH:6][CH:5]=1. The catalyst class is: 186. (3) Reactant: [C:1]([NH2:9])(=[O:8])[C:2]1[CH:7]=[CH:6][CH:5]=[CH:4][CH:3]=1.[O-]P([O-])([O-])=O.[K+].[K+].[K+].CN(C)[C@@H:20]1[CH2:25][CH2:24][CH2:23][CH2:22][C@H:21]1N.I/C=C/CCCC. Product: [CH:25]([C:2]1([CH:7]=[CH:6][CH:5]=[CH:4][CH2:3]1)[C:1]([NH2:9])=[O:8])=[CH:20][CH2:21][CH2:22][CH2:23][CH3:24]. The catalyst class is: 509. (4) Reactant: [CH3:1][O:2][C:3]1[CH:8]=[CH:7][C:6](/[CH:9]=[CH:10]/[C:11]([O:13][CH3:14])=[O:12])=[C:5]([N+:15]([O-])=O)[CH:4]=1. Product: [NH2:15][C:5]1[CH:4]=[C:3]([O:2][CH3:1])[CH:8]=[CH:7][C:6]=1/[CH:9]=[CH:10]/[C:11]([O:13][CH3:14])=[O:12]. The catalyst class is: 183. (5) Reactant: [F:1][C:2]1[CH:3]=[C:4]([C:12]#[N:13])[CH:5]=[C:6]2[C:10]=1[NH:9][C:8]([CH3:11])=[CH:7]2.N. Product: [F:1][C:2]1[CH:3]=[C:4]([CH2:12][NH2:13])[CH:5]=[C:6]2[C:10]=1[NH:9][C:8]([CH3:11])=[CH:7]2. The catalyst class is: 94. (6) Reactant: C([O:5][C:6](=[O:44])[C:7]1[CH:12]=[CH:11][C:10]([N:13]([CH:15]([C:26](=[O:43])[N:27]([C:34]2[O:42][C:38]3=[CH:39][CH:40]=[CH:41][C:37]3=[CH:36][CH:35]=2)[C:28]2[CH:33]=[CH:32][CH:31]=[CH:30][CH:29]=2)[C:16]2[CH:21]=[CH:20][C:19]([C:22]([CH3:25])([CH3:24])[CH3:23])=[CH:18][CH:17]=2)[CH3:14])=[CH:9][CH:8]=1)(C)(C)C.C(O)(C(F)(F)F)=O. Product: [O:42]1[C:38]2=[CH:39][CH:40]=[CH:41][C:37]2=[CH:36][CH:35]=[C:34]1[N:27]([C:28]1[CH:29]=[CH:30][CH:31]=[CH:32][CH:33]=1)[C:26]([CH:15]([N:13]([CH3:14])[C:10]1[CH:9]=[CH:8][C:7]([C:6]([OH:44])=[O:5])=[CH:12][CH:11]=1)[C:16]1[CH:17]=[CH:18][C:19]([C:22]([CH3:25])([CH3:23])[CH3:24])=[CH:20][CH:21]=1)=[O:43]. The catalyst class is: 4. (7) Reactant: [C:1]([CH2:3][C:4](=[S:6])[NH2:5])#[N:2].Br[CH2:8][C:9](=O)[CH3:10].C(N(CC)CC)C. Product: [CH3:10][C:9]1[N:5]=[C:4]([CH2:3][C:1]#[N:2])[S:6][CH:8]=1. The catalyst class is: 8.